From a dataset of Forward reaction prediction with 1.9M reactions from USPTO patents (1976-2016). Predict the product of the given reaction. Given the reactants [CH3:1][C@H:2]1[CH2:7][N:6]([C:8]([C:10]2[CH:19]=[CH:18][C:17]3[C:12](=[CH:13][CH:14]=[C:15]([O:20][C:21]4[CH:26]=[CH:25][C:24]([C:27]([F:30])([F:29])[F:28])=[CH:23][N:22]=4)[CH:16]=3)[N:11]=2)=[O:9])[CH2:5][CH2:4][N:3]1C(OC(C)(C)C)=O.FC(F)(F)C1C=CC(OC2C=C3C(=CC=2)N=C(C(N2CCN(C(OC(C)(C)C)=O)CC2)=O)C=C3)=NC=1, predict the reaction product. The product is: [CH3:1][C@@H:2]1[NH:3][CH2:4][CH2:5][N:6]([C:8]([C:10]2[CH:19]=[CH:18][C:17]3[C:12](=[CH:13][CH:14]=[C:15]([O:20][C:21]4[CH:26]=[CH:25][C:24]([C:27]([F:30])([F:28])[F:29])=[CH:23][N:22]=4)[CH:16]=3)[N:11]=2)=[O:9])[CH2:7]1.